This data is from Full USPTO retrosynthesis dataset with 1.9M reactions from patents (1976-2016). The task is: Predict the reactants needed to synthesize the given product. (1) Given the product [O:19]1[CH2:18][CH:17]1[CH2:15][O:1][C:2]1[C:14]2[C:13]3[C:8](=[CH:9][CH:10]=[CH:11][CH:12]=3)[NH:7][C:6]=2[CH:5]=[CH:4][CH:3]=1, predict the reactants needed to synthesize it. The reactants are: [OH:1][C:2]1[C:14]2[C:13]3[C:8](=[CH:9][CH:10]=[CH:11][CH:12]=3)[NH:7][C:6]=2[CH:5]=[CH:4][CH:3]=1.[CH2:15]([CH:17]1[O:19][CH2:18]1)Cl. (2) Given the product [NH2:24][C:21]1[CH:22]=[CH:23][C:18]([C:8]2[CH:9]=[C:10]([CH2:11][N:12]3[CH2:13][CH2:14][O:15][CH2:16][CH2:17]3)[N:6]3[C:7]=2[C:2]([NH2:1])=[N:3][CH:4]=[N:5]3)=[CH:19][C:20]=1[O:32][CH3:33], predict the reactants needed to synthesize it. The reactants are: [NH2:1][C:2]1[C:7]2=[C:8]([C:18]3[CH:23]=[CH:22][C:21]([NH:24]C(=O)OC(C)(C)C)=[C:20]([O:32][CH3:33])[CH:19]=3)[CH:9]=[C:10]([CH2:11][N:12]3[CH2:17][CH2:16][O:15][CH2:14][CH2:13]3)[N:6]2[N:5]=[CH:4][N:3]=1.FC(F)(F)C(O)=O. (3) Given the product [CH3:10][O:11][C:12]1[CH:17]=[CH:16][C:15]([C:2]2[CH:7]=[C:6]([C:12]3[CH:17]=[CH:16][C:15]([O:25][CH3:22])=[CH:14][CH:13]=3)[N:5]=[C:4]([CH3:9])[N:3]=2)=[CH:14][CH:13]=1, predict the reactants needed to synthesize it. The reactants are: Cl[C:2]1[CH:7]=[C:6](Cl)[N:5]=[C:4]([CH3:9])[N:3]=1.[CH3:10][O:11][C:12]1[CH:17]=[CH:16][C:15](B(O)O)=[CH:14][CH:13]=1.O.[C:22](=[O:25])([O-])[O-].[K+].[K+]. (4) Given the product [CH2:18]([N:15]1[C:16]2[CH:17]=[C:9]3[N:8]=[C:7]([C:3]4[C:2]([NH:1][C:28](=[O:29])[C:27]5[CH:31]=[CH:32][C:33]([F:34])=[C:25]([F:24])[CH:26]=5)=[CH:6][NH:5][N:4]=4)[NH:23][C:10]3=[CH:11][C:12]=2[C:13]([CH3:22])([CH3:21])[C:14]1=[O:20])[CH3:19], predict the reactants needed to synthesize it. The reactants are: [NH2:1][C:2]1[C:3]([C:7]2[NH:23][C:10]3=[CH:11][C:12]4[C:13]([CH3:22])([CH3:21])[C:14](=[O:20])[N:15]([CH2:18][CH3:19])[C:16]=4[CH:17]=[C:9]3[N:8]=2)=[N:4][NH:5][CH:6]=1.[F:24][C:25]1[CH:26]=[C:27]([CH:31]=[CH:32][C:33]=1[F:34])[C:28](Cl)=[O:29]. (5) Given the product [OH:31][C:28]1([CH2:32][CH2:33][N:34]2[CH2:39][CH2:38][C@H:37]([OH:40])[C@@H:36]([CH3:41])[CH2:35]2)[CH2:29][CH2:30][CH:25]([NH:24][C:21]([C:15]2[NH:16][C:17]3[C:13]([CH:14]=2)=[C:12]([O:11][CH2:10][CH2:9][C:8]2[C:3]([O:2][CH3:1])=[N:4][CH:5]=[CH:6][CH:7]=2)[CH:20]=[CH:19][CH:18]=3)=[O:23])[CH2:26][CH2:27]1, predict the reactants needed to synthesize it. The reactants are: [CH3:1][O:2][C:3]1[C:8]([CH2:9][CH2:10][O:11][C:12]2[CH:20]=[CH:19][CH:18]=[C:17]3[C:13]=2[CH:14]=[C:15]([C:21]([OH:23])=O)[NH:16]3)=[CH:7][CH:6]=[CH:5][N:4]=1.[NH2:24][CH:25]1[CH2:30][CH2:29][C:28]([CH2:32][CH2:33][N:34]2[CH2:39][CH2:38][C@H:37]([OH:40])[C@@H:36]([CH3:41])[CH2:35]2)([OH:31])[CH2:27][CH2:26]1. (6) Given the product [CH3:1][S:2][C:3]1[C:4]2[N:11]=[C:10]([C:12]([N:15]3[CH2:20][CH2:19][CH2:18][CH2:17][CH2:16]3)=[O:14])[S:9][C:5]=2[N:6]=[CH:7][N:8]=1, predict the reactants needed to synthesize it. The reactants are: [CH3:1][S:2][C:3]1[C:4]2[N:11]=[C:10]([C:12]([OH:14])=O)[S:9][C:5]=2[N:6]=[CH:7][N:8]=1.[NH:15]1[CH2:20][CH2:19][CH2:18][CH2:17][CH2:16]1. (7) Given the product [CH2:21]([N:25]([CH2:29][CH3:28])[C:2]1[C:3]([CH3:13])=[C:4]([CH3:12])[C:5]2[N:6]([C:8]([NH2:11])=[N:9][N:10]=2)[N:7]=1)[CH3:22], predict the reactants needed to synthesize it. The reactants are: Cl[C:2]1[C:3]([CH3:13])=[C:4]([CH3:12])[C:5]2[N:6]([C:8]([NH2:11])=[N:9][N:10]=2)[N:7]=1.F[P-](F)(F)(F)(F)F.[CH2:21]([N+:25]1[CH:29]=[CH:28]N(C)C=1)[CH2:22]CC.